Regression. Given two drug SMILES strings and cell line genomic features, predict the synergy score measuring deviation from expected non-interaction effect. From a dataset of NCI-60 drug combinations with 297,098 pairs across 59 cell lines. (1) Cell line: SNB-19. Drug 2: CCC1(CC2CC(C3=C(CCN(C2)C1)C4=CC=CC=C4N3)(C5=C(C=C6C(=C5)C78CCN9C7C(C=CC9)(C(C(C8N6C)(C(=O)OC)O)OC(=O)C)CC)OC)C(=O)OC)O.OS(=O)(=O)O. Synergy scores: CSS=23.3, Synergy_ZIP=10.2, Synergy_Bliss=13.9, Synergy_Loewe=13.7, Synergy_HSA=14.2. Drug 1: CCC(=C(C1=CC=CC=C1)C2=CC=C(C=C2)OCCN(C)C)C3=CC=CC=C3.C(C(=O)O)C(CC(=O)O)(C(=O)O)O. (2) Drug 1: CC1=CC=C(C=C1)C2=CC(=NN2C3=CC=C(C=C3)S(=O)(=O)N)C(F)(F)F. Drug 2: C1=CC=C(C=C1)NC(=O)CCCCCCC(=O)NO. Cell line: IGROV1. Synergy scores: CSS=7.57, Synergy_ZIP=0.823, Synergy_Bliss=0.228, Synergy_Loewe=-11.1, Synergy_HSA=-2.00.